This data is from Forward reaction prediction with 1.9M reactions from USPTO patents (1976-2016). The task is: Predict the product of the given reaction. (1) The product is: [CH2:36]([O:35][C:33]([N:1]1[CH2:2][CH2:3][CH:4]([NH:7][C:8]([C:10]2[C:14]3[N:15]=[CH:16][N:17]=[C:18]([C:19]4[CH:24]=[C:23]([O:25][CH3:26])[CH:22]=[CH:21][C:20]=4[O:27][CH2:28][CH:29]4[CH2:30][CH2:31]4)[C:13]=3[NH:12][CH:11]=2)=[O:9])[CH2:5][CH2:6]1)=[O:34])[CH3:37]. Given the reactants [NH:1]1[CH2:6][CH2:5][CH:4]([NH:7][C:8]([C:10]2[C:14]3[N:15]=[CH:16][N:17]=[C:18]([C:19]4[CH:24]=[C:23]([O:25][CH3:26])[CH:22]=[CH:21][C:20]=4[O:27][CH2:28][CH:29]4[CH2:31][CH2:30]4)[C:13]=3[NH:12][CH:11]=2)=[O:9])[CH2:3][CH2:2]1.Cl[C:33]([O:35][CH2:36][CH3:37])=[O:34], predict the reaction product. (2) Given the reactants [CH2:1]([C:4]1[CH2:5][C@@H:6]2[C@H:9]([CH:10]=1)[C@@:8]([CH2:15][C:16]([O:18]C(C)(C)C)=[O:17])([CH2:11][N+:12]([O-])=O)[CH2:7]2)[CH2:2][CH3:3].[Cl-].[NH4+], predict the reaction product. The product is: [NH2:12][CH2:11][C@@:8]1([CH2:15][C:16]([OH:18])=[O:17])[CH2:7][C@H:6]2[C@@H:9]1[CH:10]=[C:4]([CH2:1][CH2:2][CH3:3])[CH2:5]2. (3) Given the reactants [Cl:1][C:2]1[CH:7]=[CH:6][C:5]([CH:8]([C:28]2[CH:33]=[CH:32][CH:31]=[C:30]([C:34]#[N:35])[CH:29]=2)[N:9]2[CH2:12][CH:11]([CH:13]([C:18]3[CH:19]=[C:20]([CH:24]=[C:25]([F:27])[CH:26]=3)[C:21]([OH:23])=[O:22])[C:14]([F:17])([CH3:16])[CH3:15])[CH2:10]2)=[CH:4][CH:3]=1.[CH:36](O)([CH3:38])[CH3:37], predict the reaction product. The product is: [Cl:1][C:2]1[CH:3]=[CH:4][C:5]([CH:8]([C:28]2[CH:33]=[CH:32][CH:31]=[C:30]([C:34]#[N:35])[CH:29]=2)[N:9]2[CH2:12][CH:11]([CH:13]([C:18]3[CH:19]=[C:20]([CH:24]=[C:25]([F:27])[CH:26]=3)[C:21]([O:23][CH:36]([CH3:38])[CH3:37])=[O:22])[C:14]([F:17])([CH3:16])[CH3:15])[CH2:10]2)=[CH:6][CH:7]=1. (4) Given the reactants [Br:1][C:2]1[CH:3]=[N:4][C:5]([NH:8][C:9]2[CH:14]=[CH:13][C:12]([F:15])=[C:11]([O:16]C)[CH:10]=2)=[N:6][CH:7]=1.B(Br)(Br)Br, predict the reaction product. The product is: [Br:1][C:2]1[CH:7]=[N:6][C:5]([NH:8][C:9]2[CH:14]=[CH:13][C:12]([F:15])=[C:11]([OH:16])[CH:10]=2)=[N:4][CH:3]=1. (5) Given the reactants [CH3:1][C:2]([CH3:15])([CH3:14])[CH2:3][N:4]1[C:8]2[CH:9]=[CH:10][C:11](N)=[CH:12][C:7]=2[N:6]=[N:5]1.N([O-])=[O:17].[Na+], predict the reaction product. The product is: [CH3:1][C:2]([CH3:15])([CH3:14])[CH2:3][N:4]1[C:8]2[CH:9]=[CH:10][C:11]([OH:17])=[CH:12][C:7]=2[N:6]=[N:5]1. (6) Given the reactants [C:1]([C:4]1[CH:5]=[CH:6][C:7]([O:10][CH3:11])=[N:8][CH:9]=1)(=[O:3])[CH3:2].[F:12][C:13]1[CH:14]=[C:15]([CH:18]=[C:19]([F:21])[CH:20]=1)[CH:16]=O.[OH-].[K+], predict the reaction product. The product is: [F:12][C:13]1[CH:14]=[C:15](/[CH:16]=[CH:2]/[C:1]([C:4]2[CH:9]=[N:8][C:7]([O:10][CH3:11])=[CH:6][CH:5]=2)=[O:3])[CH:18]=[C:19]([F:21])[CH:20]=1.